The task is: Predict the reactants needed to synthesize the given product.. This data is from Full USPTO retrosynthesis dataset with 1.9M reactions from patents (1976-2016). (1) Given the product [F:1][C:2]1[CH:3]=[C:4]([O:19][CH2:20][CH2:21][O:22][CH3:23])[C:5]([O:14][CH2:15][CH2:16][O:17][CH3:18])=[C:6]([C:8]2[C:11]([CH3:12])=[N:26][NH:27][C:9]=2[NH2:10])[CH:7]=1, predict the reactants needed to synthesize it. The reactants are: [F:1][C:2]1[CH:3]=[C:4]([O:19][CH2:20][CH2:21][O:22][CH3:23])[C:5]([O:14][CH2:15][CH2:16][O:17][CH3:18])=[C:6]([CH:8]([C:11](=O)[CH3:12])[C:9]#[N:10])[CH:7]=1.Cl.Cl.[NH2:26][NH2:27].C(=O)(O)[O-].[Na+]. (2) Given the product [Cl:1][C:2]1[CH:3]=[C:4]2[C:10]([C:11]3[N:16]=[C:15]([NH:17][C@H:18]4[CH2:23][CH2:22][CH2:21][CH2:20][C@@H:19]4[N:65]([CH3:64])[CH3:27])[C:14]([F:25])=[CH:13][N:12]=3)=[CH:9][NH:8][C:5]2=[N:6][CH:7]=1, predict the reactants needed to synthesize it. The reactants are: [Cl:1][C:2]1[CH:3]=[C:4]2[C:10]([C:11]3[N:16]=[C:15]([NH:17][C@H:18]4[CH2:23][CH2:22][CH2:21][CH2:20][C@@H:19]4N)[C:14]([F:25])=[CH:13][N:12]=3)=[CH:9][NH:8][C:5]2=[N:6][CH:7]=1.Cl[C:27]1C=C2C(C3N=C(N[C@H]4CCCC[C@@H]4N)C(F)=CN=3)=CN(S(C3C=CC(C)=CC=3)(=O)=O)C2=NC=1.C=O.[BH3-][C:64]#[N:65].[Na+]. (3) Given the product [F:18][C:19]1[CH:20]=[C:21]([CH2:9][C@H:7]([NH:8][C:10](=[O:11])[O:12][C:13]([CH3:14])([CH3:15])[CH3:16])[C@H:5]2[CH2:4][O:3][C:2]([CH3:1])([CH3:17])[O:6]2)[CH:22]=[C:23]([F:25])[CH:24]=1, predict the reactants needed to synthesize it. The reactants are: [CH3:1][C:2]1([CH3:17])[O:6][C@@H:5]([C@@H:7]2[CH2:9][N:8]2[C:10]([O:12][C:13]([CH3:16])([CH3:15])[CH3:14])=[O:11])[CH2:4][O:3]1.[F:18][C:19]1[CH:20]=[C:21]([Mg]Br)[CH:22]=[C:23]([F:25])[CH:24]=1. (4) Given the product [CH3:15][C:11]1([CH3:16])[CH2:10][CH2:9][C:8]2[C:7]([N:17]3[CH2:18][CH2:19][N:20]([CH3:23])[CH2:21][CH2:22]3)=[N:6][C:5]3[S:4][C:3]4[C:24](=[O:25])[NH:26][CH:28]=[N:1][C:2]=4[C:14]=3[C:13]=2[CH2:12]1, predict the reactants needed to synthesize it. The reactants are: [NH2:1][C:2]1[C:14]2[C:13]3[CH2:12][C:11]([CH3:16])([CH3:15])[CH2:10][CH2:9][C:8]=3[C:7]([N:17]3[CH2:22][CH2:21][N:20]([CH3:23])[CH2:19][CH2:18]3)=[N:6][C:5]=2[S:4][C:3]=1[C:24]([NH2:26])=[O:25].O.[C:28]1(C)C=CC(S(O)(=O)=O)=CC=1. (5) Given the product [C:24]1([CH:23]([C:30]2[CH:31]=[CH:32][CH:33]=[CH:34][CH:35]=2)[S:1][C:2]2[S:3][C:4]3[CH2:10][O:9][C:8]4[C:11]([O:15][CH2:16][C:17]([OH:19])=[O:18])=[CH:12][CH:13]=[CH:14][C:7]=4[C:5]=3[N:6]=2)[CH:29]=[CH:28][CH:27]=[CH:26][CH:25]=1, predict the reactants needed to synthesize it. The reactants are: [SH:1][C:2]1[S:3][C:4]2[CH2:10][O:9][C:8]3[C:11]([O:15][CH2:16][C:17]([O:19]CC)=[O:18])=[CH:12][CH:13]=[CH:14][C:7]=3[C:5]=2[N:6]=1.Br[CH:23]([C:30]1[CH:35]=[CH:34][CH:33]=[CH:32][CH:31]=1)[C:24]1[CH:29]=[CH:28][CH:27]=[CH:26][CH:25]=1. (6) Given the product [NH:23]1[C:31]2[C:26](=[CH:27][C:28]([CH2:32][CH2:33][CH2:34][C:35]3[CH:44]=[CH:43][C:42]4[C:37](=[N:38][CH:39]=[CH:40][CH:41]=4)[N:36]=3)=[CH:29][CH:30]=2)[CH:25]=[CH:24]1, predict the reactants needed to synthesize it. The reactants are: [F-].C([N+](CCCC)(CCCC)CCCC)CCC.C([Si](C(C)C)(C(C)C)[N:23]1[C:31]2[C:26](=[CH:27][C:28]([CH2:32][CH2:33][CH2:34][C:35]3[CH:44]=[CH:43][C:42]4[C:37](=[N:38][CH:39]=[CH:40][CH:41]=4)[N:36]=3)=[CH:29][CH:30]=2)[CH:25]=[CH:24]1)(C)C.